This data is from Catalyst prediction with 721,799 reactions and 888 catalyst types from USPTO. The task is: Predict which catalyst facilitates the given reaction. (1) The catalyst class is: 122. Reactant: I[C:2]1[CH:3]=[C:4]2[C:9](=[CH:10][CH:11]=1)[N:8]([CH3:12])[C:7](=[O:13])[N:6]([CH2:14][C:15]1[CH:27]=[CH:26][C:18]([C:19]([O:21][C:22]([CH3:25])([CH3:24])[CH3:23])=[O:20])=[CH:17][CH:16]=1)[C:5]2=[O:28].C(N(C(C)C)CC)(C)C.[F:38][C:39]1[CH:44]=[CH:43][C:42]([CH2:45][C:46]#[CH:47])=[CH:41][CH:40]=1.O. Product: [F:38][C:39]1[CH:44]=[CH:43][C:42]([CH2:45][C:46]#[C:47][C:2]2[CH:3]=[C:4]3[C:9](=[CH:10][CH:11]=2)[N:8]([CH3:12])[C:7](=[O:13])[N:6]([CH2:14][C:15]2[CH:27]=[CH:26][C:18]([C:19]([O:21][C:22]([CH3:24])([CH3:25])[CH3:23])=[O:20])=[CH:17][CH:16]=2)[C:5]3=[O:28])=[CH:41][CH:40]=1. (2) Reactant: [C:1]([CH2:3][N:4]1[CH2:9][CH2:8][CH:7]([CH2:10][NH:11][C:12](=[O:27])[C:13]2[CH:18]=[C:17]([C:19]([F:22])([F:21])[F:20])[CH:16]=[C:15]([C:23]([F:26])([F:25])[F:24])[CH:14]=2)[CH2:6][CH2:5]1)#[N:2]. Product: [NH2:2][CH2:1][CH2:3][N:4]1[CH2:5][CH2:6][CH:7]([CH2:10][NH:11][C:12](=[O:27])[C:13]2[CH:18]=[C:17]([C:19]([F:21])([F:22])[F:20])[CH:16]=[C:15]([C:23]([F:24])([F:25])[F:26])[CH:14]=2)[CH2:8][CH2:9]1. The catalyst class is: 94. (3) Reactant: [Cl:1][C:2]1[CH:7]=[C:6]2[NH:8][C:9](=[O:45])[C@@:10]3([C@H:14]([CH2:15][C:16]([CH3:20])([CH3:19])[CH2:17][F:18])[NH:13][C@@H:12]([C:21]([O:23][C:24]4[CH:29]=[CH:28][C:27]([C:30]([O:32]CC)=[O:31])=[CH:26][C:25]=4[O:35][CH3:36])=[O:22])[C@@H:11]3[C:37]3[CH:42]=[CH:41][CH:40]=[C:39]([Cl:43])[C:38]=3[F:44])[C:5]2=[CH:4][CH:3]=1. Product: [Cl:1][C:2]1[CH:7]=[C:6]2[NH:8][C:9](=[O:45])[C@@:10]3([C@H:14]([CH2:15][C:16]([CH3:19])([CH3:20])[CH2:17][F:18])[NH:13][C@@H:12]([C:21]([O:23][C:24]4[CH:29]=[CH:28][C:27]([C:30]([OH:32])=[O:31])=[CH:26][C:25]=4[O:35][CH3:36])=[O:22])[C@@H:11]3[C:37]3[CH:42]=[CH:41][CH:40]=[C:39]([Cl:43])[C:38]=3[F:44])[C:5]2=[CH:4][CH:3]=1. The catalyst class is: 464. (4) Reactant: [C:1]([O:5][C:6]([NH:8][CH2:9][C:10]([N:12]([CH2:14][C:15]1[CH:16]=[C:17]([C:21]2[CH:22]=[N:23][C:24]([N:27]3[CH2:32][CH2:31][N:30]([C:33]4[CH:43]=[CH:42][C:36]([C:37]([O:39]CC)=[O:38])=[CH:35][CH:34]=4)[CH2:29][CH2:28]3)=[N:25][CH:26]=2)[CH:18]=[CH:19][CH:20]=1)[CH3:13])=[O:11])=[O:7])([CH3:4])([CH3:3])[CH3:2].[OH-].[Na+].Cl.O. Product: [C:1]([O:5][C:6]([NH:8][CH2:9][C:10]([N:12]([CH2:14][C:15]1[CH:16]=[C:17]([C:21]2[CH:26]=[N:25][C:24]([N:27]3[CH2:28][CH2:29][N:30]([C:33]4[CH:43]=[CH:42][C:36]([C:37]([OH:39])=[O:38])=[CH:35][CH:34]=4)[CH2:31][CH2:32]3)=[N:23][CH:22]=2)[CH:18]=[CH:19][CH:20]=1)[CH3:13])=[O:11])=[O:7])([CH3:4])([CH3:2])[CH3:3]. The catalyst class is: 301. (5) Reactant: [C:1]([C:3]1[CH:8]=[CH:7][C:6]([CH:9]([CH3:13])[C:10]([OH:12])=O)=[CH:5][C:4]=1[F:14])#[N:2].C1C=CC2N(O)N=NC=2C=1.C(Cl)CCl.[Cl:29][C:30]1[CH:31]=[C:32]([N:36]2[C:40]([CH2:41][NH2:42])=[CH:39][C:38]([C:43]([F:46])([F:45])[F:44])=[N:37]2)[CH:33]=[CH:34][CH:35]=1. Product: [Cl:29][C:30]1[CH:31]=[C:32]([N:36]2[C:40]([CH2:41][NH:42][C:10](=[O:12])[CH:9]([C:6]3[CH:7]=[CH:8][C:3]([C:1]#[N:2])=[C:4]([F:14])[CH:5]=3)[CH3:13])=[CH:39][C:38]([C:43]([F:44])([F:45])[F:46])=[N:37]2)[CH:33]=[CH:34][CH:35]=1. The catalyst class is: 47.